From a dataset of Full USPTO retrosynthesis dataset with 1.9M reactions from patents (1976-2016). Predict the reactants needed to synthesize the given product. (1) Given the product [CH2:1]([O:4][C:5](=[O:29])[NH:6][C:7]1([C:10]2[CH:15]=[CH:14][C:13]([C:16]([NH:30][C:31]3[CH:32]=[CH:33][C:34]([C:37]4[N:38]=[CH:39][N:40]([CH3:42])[CH:41]=4)=[CH:35][CH:36]=3)=[C:17]3[C:21]4[CH:22]=[CH:23][CH:24]=[CH:25][C:20]=4[O:19][C:18]3=[O:26])=[CH:12][CH:11]=2)[CH2:8][CH2:9]1)[CH:2]=[CH2:3], predict the reactants needed to synthesize it. The reactants are: [CH2:1]([O:4][C:5](=[O:29])[NH:6][C:7]1([C:10]2[CH:15]=[CH:14][C:13]([C:16](OC)=[C:17]3[C:21]4[CH:22]=[CH:23][CH:24]=[CH:25][C:20]=4[O:19][C:18]3=[O:26])=[CH:12][CH:11]=2)[CH2:9][CH2:8]1)[CH:2]=[CH2:3].[NH2:30][C:31]1[CH:36]=[CH:35][C:34]([C:37]2[N:38]=[CH:39][N:40]([CH3:42])[CH:41]=2)=[CH:33][CH:32]=1. (2) Given the product [N+:10]([C:4]1[CH:5]=[CH:6][CH:7]=[C:8]([CH3:9])[C:3]=1[CH2:2][O:27][C:24]1[CH:25]=[CH:26][N:22]([C:17]2[C:18]([O:20][CH3:21])=[N:19][C:14]([Cl:13])=[CH:15][CH:16]=2)[N:23]=1)([O-:12])=[O:11], predict the reactants needed to synthesize it. The reactants are: Br[CH2:2][C:3]1[C:8]([CH3:9])=[CH:7][CH:6]=[CH:5][C:4]=1[N+:10]([O-:12])=[O:11].[Cl:13][C:14]1[N:19]=[C:18]([O:20][CH3:21])[C:17]([N:22]2[CH:26]=[CH:25][C:24]([OH:27])=[N:23]2)=[CH:16][CH:15]=1.C(=O)([O-])[O-].[K+].[K+].C(#N)C. (3) Given the product [C:1]([O:5][C:6]([N:8]1[CH2:12][C@H:11]([O:13][C:14]2[C:23]3[C:18](=[CH:19][C:20]([O:24][CH3:25])=[CH:21][CH:22]=3)[N:17]=[C:16]([C:26]3[N:27]=[C:28]([NH:31][CH:32]([CH3:33])[CH3:34])[S:29][CH:30]=3)[CH:15]=2)[CH2:10][C@H:9]1[C:35](=[O:68])[NH:36][C@:37]1([C:42]([NH:44][S:45]([C:48]2[CH:53]=[CH:52][CH:51]=[CH:50][C:49]=2[NH:54][C:55](=[O:67])[CH2:56][O:57][CH2:58][CH2:59][O:60][CH2:61][CH2:62][C:63]([OH:65])=[O:64])(=[O:46])=[O:47])=[O:43])[CH2:39][C@H:38]1[CH:40]=[CH2:41])=[O:7])([CH3:3])([CH3:4])[CH3:2], predict the reactants needed to synthesize it. The reactants are: [C:1]([O:5][C:6]([N:8]1[CH2:12][C@H:11]([O:13][C:14]2[C:23]3[C:18](=[CH:19][C:20]([O:24][CH3:25])=[CH:21][CH:22]=3)[N:17]=[C:16]([C:26]3[N:27]=[C:28]([NH:31][CH:32]([CH3:34])[CH3:33])[S:29][CH:30]=3)[CH:15]=2)[CH2:10][C@H:9]1[C:35](=[O:68])[NH:36][C@:37]1([C:42]([NH:44][S:45]([C:48]2[CH:53]=[CH:52][CH:51]=[CH:50][C:49]=2[NH:54][C:55](=[O:67])[CH2:56][O:57][CH2:58][CH2:59][O:60][CH2:61][CH2:62][C:63]([O:65]C)=[O:64])(=[O:47])=[O:46])=[O:43])[CH2:39][C@H:38]1[CH:40]=[CH2:41])=[O:7])([CH3:4])([CH3:3])[CH3:2].[Li+].[OH-]. (4) Given the product [Cl:6][C:7]1[CH:8]=[CH:9][C:10]2[N:16]([CH2:17][C:18]3[CH:23]=[CH:22][C:21]([O:24][CH3:25])=[CH:20][C:19]=3[O:26][CH3:27])[C:15](=[O:28])[C@@H:14]([CH2:29][C:30](=[S:53])[NH2:32])[O:13][C@H:12]([C:33]3[CH:38]=[CH:37][CH:36]=[C:35]([O:39][CH3:40])[C:34]=3[O:41][CH3:42])[C:11]=2[CH:43]=1, predict the reactants needed to synthesize it. The reactants are: O1CCCC1.[Cl:6][C:7]1[CH:8]=[CH:9][C:10]2[N:16]([CH2:17][C:18]3[CH:23]=[CH:22][C:21]([O:24][CH3:25])=[CH:20][C:19]=3[O:26][CH3:27])[C:15](=[O:28])[C@@H:14]([CH2:29][C:30]([NH2:32])=O)[O:13][C@H:12]([C:33]3[CH:38]=[CH:37][CH:36]=[C:35]([O:39][CH3:40])[C:34]=3[O:41][CH3:42])[C:11]=2[CH:43]=1.COC1C=CC(P2(SP(C3C=CC(OC)=CC=3)(=S)S2)=[S:53])=CC=1.ClCCl. (5) Given the product [C:1](/[CH:3]=[CH:4]/[S:5]([C:8]1[CH:9]=[CH:10][C:11]([C:14]([CH3:19])([CH3:18])[C:15]([NH:25][CH2:24][C:23]2[CH:26]=[CH:27][CH:28]=[CH:29][C:22]=2[O:21][CH3:20])=[O:17])=[CH:12][CH:13]=1)(=[O:6])=[O:7])#[N:2], predict the reactants needed to synthesize it. The reactants are: [C:1](/[CH:3]=[CH:4]/[S:5]([C:8]1[CH:13]=[CH:12][C:11]([C:14]([CH3:19])([CH3:18])[C:15]([OH:17])=O)=[CH:10][CH:9]=1)(=[O:7])=[O:6])#[N:2].[CH3:20][O:21][C:22]1[CH:29]=[CH:28][CH:27]=[CH:26][C:23]=1[CH2:24][NH2:25].Cl.CN(C)CCCN=C=NCC.ON1C2C=CC=CC=2N=N1. (6) Given the product [CH3:12][O:13][C:14]1[CH:21]=[CH:20][C:17]([CH2:18][O:7][CH2:6][C:5]2[CH:8]=[CH:9][C:2]([Br:1])=[CH:3][CH:4]=2)=[CH:16][CH:15]=1, predict the reactants needed to synthesize it. The reactants are: [Br:1][C:2]1[CH:9]=[CH:8][C:5]([CH2:6][OH:7])=[CH:4][CH:3]=1.[H-].[Na+].[CH3:12][O:13][C:14]1[CH:21]=[CH:20][C:17]([CH2:18]Cl)=[CH:16][CH:15]=1.[NH4+].[Cl-].